From a dataset of Catalyst prediction with 721,799 reactions and 888 catalyst types from USPTO. Predict which catalyst facilitates the given reaction. (1) Reactant: [C:1](Cl)(=O)[C:2]([Cl:4])=[O:3].[Br:7][C:8]1[CH:16]=[CH:15]C(C(O)=O)=[C:10]([Cl:17])[CH:9]=1. Product: [Br:7][C:8]1[CH:16]=[CH:15][C:1]([C:2]([Cl:4])=[O:3])=[C:10]([Cl:17])[CH:9]=1. The catalyst class is: 59. (2) Reactant: C[O:2][C:3]1[CH:20]=[CH:19][C:18]2[C:5](=[CH:6][CH:7]=[C:8]3[C:17]=2[CH:16]([C:21]2[CH:26]=[CH:25][C:24]([O:27][CH2:28][CH2:29][N:30]4[CH2:35][CH2:34][CH2:33][CH2:32][CH2:31]4)=[CH:23][CH:22]=2)[O:15][C:14]2[C:9]3=[CH:10][CH:11]=[C:12]([C:36]([NH2:38])=[O:37])[CH:13]=2)[CH:4]=1.[Na].C(O)(=O)C. Product: [OH:2][C:3]1[CH:20]=[CH:19][C:18]2[C:5](=[CH:6][CH:7]=[C:8]3[C:17]=2[CH:16]([C:21]2[CH:22]=[CH:23][C:24]([O:27][CH2:28][CH2:29][N:30]4[CH2:35][CH2:34][CH2:33][CH2:32][CH2:31]4)=[CH:25][CH:26]=2)[O:15][C:14]2[C:9]3=[CH:10][CH:11]=[C:12]([C:36]([NH2:38])=[O:37])[CH:13]=2)[CH:4]=1. The catalyst class is: 3. (3) Reactant: [ClH:1].[CH3:2][C:3]1[CH:4]=[C:5]([CH:29]=[CH:30][C:31]=1[CH3:32])[O:6][C:7]1[CH:12]=[CH:11][C:10]([S:13]([CH2:16][C:17]2([C:26](O)=[O:27])[CH2:22][CH2:21][N:20]([CH2:23][C:24]#[CH:25])[CH2:19][CH2:18]2)(=[O:15])=[O:14])=[CH:9][CH:8]=1.C(N(CC)CC)C.[NH2:40][OH:41].C1CN([P+](Br)(N2CCCC2)N2CCCC2)CC1.F[P-](F)(F)(F)(F)F. The catalyst class is: 4. Product: [ClH:1].[OH:41][NH:40][C:26]([C:17]1([CH2:16][S:13]([C:10]2[CH:9]=[CH:8][C:7]([O:6][C:5]3[CH:29]=[CH:30][C:31]([CH3:32])=[C:3]([CH3:2])[CH:4]=3)=[CH:12][CH:11]=2)(=[O:14])=[O:15])[CH2:18][CH2:19][N:20]([CH2:23][C:24]#[CH:25])[CH2:21][CH2:22]1)=[O:27]. (4) Reactant: C[O:2][C:3](=O)[CH:4]([CH3:20])[CH2:5][N:6]([CH2:17][CH:18]=[CH2:19])[C:7]1[C:12]([N+:13]([O-])=O)=[CH:11][N:10]=[C:9]([Cl:16])[N:8]=1. Product: [CH2:17]([N:6]1[CH2:5][CH:4]([CH3:20])[C:3](=[O:2])[NH:13][C:12]2[CH:11]=[N:10][C:9]([Cl:16])=[N:8][C:7]1=2)[CH:18]=[CH2:19]. The catalyst class is: 770. (5) Reactant: B.O1CCCC1.[CH3:7][O:8][C:9]([C:11]12[CH2:17][C:14]([C:18](O)=[O:19])([CH2:15][CH2:16]1)[CH2:13][CH2:12]2)=[O:10].C(=O)([O-])O.[Na+]. Product: [OH:19][CH2:18][C:14]12[CH2:17][C:11]([C:9]([O:8][CH3:7])=[O:10])([CH2:12][CH2:13]1)[CH2:16][CH2:15]2. The catalyst class is: 1. (6) Reactant: [CH:1]1([N:4]2[C:8]([C:9]3[CH:10]=[C:11]4[N:20]([CH3:21])[CH:19]=[CH:18][C:12]4=[N:13][C:14]=3[C@@H:15]([NH2:17])[CH3:16])=[CH:7][CH:6]=[N:5]2)[CH2:3][CH2:2]1.Cl[C:23]1[N:31]=[C:30]([NH2:32])[N:29]=[C:28]2[C:24]=1[N:25]=[CH:26][NH:27]2.C(N(C(C)C)C(C)C)C. Product: [CH:1]1([N:4]2[C:8]([C:9]3[CH:10]=[C:11]4[N:20]([CH3:21])[CH:19]=[CH:18][C:12]4=[N:13][C:14]=3[C@@H:15]([NH:17][C:23]3[N:31]=[C:30]([NH2:32])[N:29]=[C:28]4[C:24]=3[N:25]=[CH:26][NH:27]4)[CH3:16])=[CH:7][CH:6]=[N:5]2)[CH2:2][CH2:3]1. The catalyst class is: 10. (7) Reactant: [CH2:1]([C:3]1[C:7]([O:8][C:9]2[CH:10]=[C:11]([CH:14]=[CH:15][CH:16]=2)[C:12]#[N:13])=[C:6]([CH2:17][CH3:18])[NH:5][N:4]=1)[CH3:2].[ClH:19].[Cl:20][CH2:21][CH2:22][NH2:23]. Product: [Cl:19][CH2:21][Cl:20].[CH3:7][OH:8].[NH3:4].[NH2:23][CH2:22][CH2:21][N:4]1[C:3]([CH2:1][CH3:2])=[C:7]([O:8][C:9]2[CH:10]=[C:11]([CH:14]=[CH:15][CH:16]=2)[C:12]#[N:13])[C:6]([CH2:17][CH3:18])=[N:5]1. The catalyst class is: 662. (8) Reactant: [OH:1][CH2:2][C:3]1[C:4]2[N:5]([N:11]=[CH:12][CH:13]=2)[C:6]([O:9][CH3:10])=[CH:7][CH:8]=1. Product: [CH3:10][O:9][C:6]1[N:5]2[N:11]=[CH:12][CH:13]=[C:4]2[C:3]([CH:2]=[O:1])=[CH:8][CH:7]=1. The catalyst class is: 428. (9) Reactant: [CH:1]1([NH:4][C:5](=[O:22])[C:6]2[CH:11]=[C:10](/[CH:12]=[CH:13]/[CH2:14][O:15][CH3:16])[CH:9]=[C:8](/[CH:17]=[CH:18]/[CH2:19][O:20][CH3:21])[CH:7]=2)[CH2:3][CH2:2]1.[H][H]. Product: [CH:1]1([NH:4][C:5](=[O:22])[C:6]2[CH:11]=[C:10]([CH2:12][CH2:13][CH2:14][O:15][CH3:16])[CH:9]=[C:8]([CH2:17][CH2:18][CH2:19][O:20][CH3:21])[CH:7]=2)[CH2:3][CH2:2]1. The catalyst class is: 350.